Dataset: Forward reaction prediction with 1.9M reactions from USPTO patents (1976-2016). Task: Predict the product of the given reaction. Given the reactants C1(C=[N:8][CH:9]([CH3:14])[C:10]([O:12][CH3:13])=[O:11])C=CC=CC=1.[Li+].CC([N-]C(C)C)C.[F:23][C:24]1[CH:25]=[C:26]([CH:29]=[CH:30][CH:31]=1)[CH2:27]Br.Cl, predict the reaction product. The product is: [NH2:8][C:9]([CH3:14])([CH2:27][C:26]1[CH:29]=[CH:30][CH:31]=[C:24]([F:23])[CH:25]=1)[C:10]([O:12][CH3:13])=[O:11].